Dataset: Forward reaction prediction with 1.9M reactions from USPTO patents (1976-2016). Task: Predict the product of the given reaction. (1) Given the reactants [Cl:1][C:2]1[CH:7]=[C:6]([Cl:8])[CH:5]=[CH:4][C:3]=1[C:9]1[N:10]=[C:11](/[CH:16]=[CH:17]/[C:18]2[CH:23]=[CH:22][C:21]([C:24]3[CH:29]=[CH:28][C:27]([OH:30])=[CH:26][CH:25]=3)=[CH:20][CH:19]=2)[N:12]([CH2:14][CH3:15])[CH:13]=1.Br[C:32]1[CH:41]=[CH:40][C:35]([C:36]([O:38]C)=[O:37])=[C:34]([CH3:42])[CH:33]=1, predict the reaction product. The product is: [Cl:1][C:2]1[CH:7]=[C:6]([Cl:8])[CH:5]=[CH:4][C:3]=1[C:9]1[N:10]=[C:11](/[CH:16]=[CH:17]/[C:18]2[CH:23]=[CH:22][C:21]([C:24]3[CH:25]=[CH:26][C:27]([O:30][C:32]4[CH:41]=[CH:40][C:35]([C:36]([OH:38])=[O:37])=[C:34]([CH3:42])[CH:33]=4)=[CH:28][CH:29]=3)=[CH:20][CH:19]=2)[N:12]([CH2:14][CH3:15])[CH:13]=1. (2) Given the reactants [C:1]1([Li])[C:10]2[C:5](=[CH:6][CH:7]=[CH:8][CH:9]=2)[CH:4]=[CH:3][CH:2]=1.[Br:12][C:13]1[CH:26]=[CH:25][C:24]2[C:23](=O)[C:22]3[C:17](=[CH:18][CH:19]=[C:20]([Br:28])[CH:21]=3)[C:16](=O)[C:15]=2[CH:14]=1, predict the reaction product. The product is: [Br:12][C:13]1[CH:26]=[CH:25][C:24]2[C:15](=[C:16]([C:9]3[C:10]4[C:5](=[CH:4][CH:3]=[CH:2][CH:1]=4)[CH:6]=[CH:7][CH:8]=3)[C:17]3[C:22]([C:23]=2[C:1]2[C:10]4[C:5](=[CH:6][CH:7]=[CH:8][CH:9]=4)[CH:4]=[CH:3][CH:2]=2)=[CH:21][C:20]([Br:28])=[CH:19][CH:18]=3)[CH:14]=1. (3) The product is: [C:36]([O:40][C:41]([NH:43][C:44]1[S:48][C:47]([C:49]2[C:54]([F:85])=[CH:53][CH:52]=[CH:51][C:50]=2[F:55])=[N:46][C:45]=1[C:56]([NH:15][C:14]1[CH:13]=[N:12][N:11]([CH3:18])[C:10]=1[CH:7]1[CH2:6][CH2:5][CH:4]([NH:19][C:20](=[O:26])[O:21][C:22]([CH3:25])([CH3:24])[CH3:23])[CH:3]([O:2][CH3:1])[CH2:9][CH2:8]1)=[O:58])=[O:42])([CH3:37])([CH3:38])[CH3:39]. Given the reactants [CH3:1][O:2][CH:3]1[CH2:9][CH:8]=[C:7]([C:10]2[N:11]([CH3:18])[N:12]=[CH:13][C:14]=2[N+:15]([O-])=O)[CH2:6][CH2:5][CH:4]1[NH:19][C:20](=[O:26])[O:21][C:22]([CH3:25])([CH3:24])[CH3:23].CCN(C(C)C)C(C)C.[C:36]([O:40][C:41]([NH:43][C:44]1[S:48][C:47]([C:49]2[CH:54]=[CH:53][CH:52]=[CH:51][C:50]=2[F:55])=[N:46][C:45]=1[C:56]([OH:58])=O)=[O:42])([CH3:39])([CH3:38])[CH3:37].C1CN([P+](ON2N=NC3C=CC=CC2=3)(N2CCCC2)N2CCCC2)CC1.[F:85][P-](F)(F)(F)(F)F, predict the reaction product. (4) Given the reactants Cl.[C:2]([C:5]1[CH:6]=[CH:7][C:8]([O:31][CH2:32][CH:33]2[CH2:35][CH2:34]2)=[C:9]([C:11]2[C:12]3[NH:19][C:18]([CH3:20])=[C:17]([C:21]([NH:23][C@H:24]4[CH2:29][CH2:28][C@H:27]([NH2:30])[CH2:26][CH2:25]4)=[O:22])[C:13]=3[N:14]=[CH:15][N:16]=2)[CH:10]=1)(=[O:4])[CH3:3].[CH3:36][O:37][CH2:38][C:39](Cl)=[O:40], predict the reaction product. The product is: [C:2]([C:5]1[CH:6]=[CH:7][C:8]([O:31][CH2:32][CH:33]2[CH2:34][CH2:35]2)=[C:9]([C:11]2[C:12]3[NH:19][C:18]([CH3:20])=[C:17]([C:21]([NH:23][C@H:24]4[CH2:29][CH2:28][C@H:27]([NH:30][C:39](=[O:40])[CH2:38][O:37][CH3:36])[CH2:26][CH2:25]4)=[O:22])[C:13]=3[N:14]=[CH:15][N:16]=2)[CH:10]=1)(=[O:4])[CH3:3]. (5) Given the reactants Br[CH2:2][C:3]1[N:4]([CH3:28])[C:5]2[C:10]([N:11]=1)=[C:9]([N:12]1[CH2:17][CH2:16][O:15][CH2:14][CH2:13]1)[N:8]=[C:7]([N:18]1[C:22]3[CH:23]=[CH:24][CH:25]=[CH:26][C:21]=3[N:20]=[C:19]1[CH3:27])[N:6]=2.[NH:29]1[CH2:34][CH2:33][CH:32]([C:35]#[N:36])[CH2:31][CH2:30]1, predict the reaction product. The product is: [CH3:28][N:4]1[C:3]([CH2:2][N:29]2[CH2:34][CH2:33][CH:32]([C:35]#[N:36])[CH2:31][CH2:30]2)=[N:11][C:10]2[C:5]1=[N:6][C:7]([N:18]1[C:22]3[CH:23]=[CH:24][CH:25]=[CH:26][C:21]=3[N:20]=[C:19]1[CH3:27])=[N:8][C:9]=2[N:12]1[CH2:17][CH2:16][O:15][CH2:14][CH2:13]1. (6) Given the reactants [F:1][C:2]1[CH:3]=[C:4]([CH:7]=[CH:8][C:9]=1[N:10]1[CH2:15][CH2:14][CH2:13][CH:12]([OH:16])[CH2:11]1)[C:5]#[N:6].CC(OI1(OC(C)=O)(OC(C)=O)OC(=O)C2C=CC=CC1=2)=O, predict the reaction product. The product is: [F:1][C:2]1[CH:3]=[C:4]([CH:7]=[CH:8][C:9]=1[N:10]1[CH2:15][CH2:14][CH2:13][C:12](=[O:16])[CH2:11]1)[C:5]#[N:6].